Dataset: Catalyst prediction with 721,799 reactions and 888 catalyst types from USPTO. Task: Predict which catalyst facilitates the given reaction. (1) Reactant: [N+:1]([C:4]1[CH:9]=[CH:8][C:7]([N:10]2[C:18]3[CH:17]=[CH:16][N:15]=[C:14]([C:19]#[N:20])[C:13]=3[N:12]=[CH:11]2)=[CH:6][CH:5]=1)([O-])=O.[H][H]. Product: [NH2:1][C:4]1[CH:5]=[CH:6][C:7]([N:10]2[C:18]3[CH:17]=[CH:16][N:15]=[C:14]([C:19]#[N:20])[C:13]=3[N:12]=[CH:11]2)=[CH:8][CH:9]=1. The catalyst class is: 129. (2) Reactant: [H-].[Na+].[CH:3]1([C:9](=[O:17])[CH2:10]P(=O)(OC)OC)[CH2:8][CH2:7][CH2:6][CH2:5][CH2:4]1.[F:18][C:19]1[CH:26]=[CH:25][CH:24]=[C:23]([C:27]2[N:28]=[CH:29][N:30]([C:32]([C:45]3[CH:50]=[CH:49][CH:48]=[CH:47][CH:46]=3)([C:39]3[CH:44]=[CH:43][CH:42]=[CH:41][CH:40]=3)[C:33]3[CH:38]=[CH:37][CH:36]=[CH:35][CH:34]=3)[CH:31]=2)[C:20]=1[CH:21]=O. Product: [CH:3]1([C:9](=[O:17])[CH:10]=[CH:21][C:20]2[C:23]([C:27]3[N:28]=[CH:29][N:30]([C:32]([C:33]4[CH:34]=[CH:35][CH:36]=[CH:37][CH:38]=4)([C:45]4[CH:46]=[CH:47][CH:48]=[CH:49][CH:50]=4)[C:39]4[CH:44]=[CH:43][CH:42]=[CH:41][CH:40]=4)[CH:31]=3)=[CH:24][CH:25]=[CH:26][C:19]=2[F:18])[CH2:8][CH2:7][CH2:6][CH2:5][CH2:4]1. The catalyst class is: 1. (3) Reactant: [Cl:1][C:2]1[C:3]([NH:17][NH:18]C2C=CC=CC=2)=[N:4][C:5]2[C:10]([N:11]=1)=[CH:9][C:8]([C:12]([O:14][CH3:15])=[O:13])=[C:7]([CH3:16])[CH:6]=2.S(Cl)(Cl)=O. Product: [Cl:1][C:2]1[C:3]2[N:4]([C:16]([C:7]3[CH:8]=[CH:9][CH:10]=[CH:5][CH:6]=3)=[N:18][N:17]=2)[C:5]2[C:10]([N:11]=1)=[CH:9][C:8]([C:12]([O:14][CH3:15])=[O:13])=[C:7]([CH3:16])[CH:6]=2. The catalyst class is: 7. (4) Reactant: Br[C:2]1[N:3]=[C:4]([NH:11][C:12]2[CH:20]=[C:19]3[C:15]([CH:16]=[CH:17][NH:18]3)=[CH:14][CH:13]=2)[C:5]2[N:6]([CH:8]=[CH:9][N:10]=2)[CH:7]=1.S(O)(O)(=O)=O.[NH2:26][C:27]1[CH:28]=[C:29](B(O)O)[CH:30]=[CH:31][CH:32]=1.N[C:37]1[CH:38]=[C:39](B(O)O)[CH:40]=[CH:41][CH:42]=1.[C:46]([O-:49])([O-])=O.[Na+].[Na+]. Product: [C:15]([C:42]1[CH:41]=[CH:40][C:39]([C:46]([NH:26][C:27]2[CH:28]=[CH:29][CH:30]=[C:31]([C:2]3[N:3]=[C:4]([NH:11][C:12]4[CH:20]=[C:19]5[C:15]([CH:16]=[CH:17][NH:18]5)=[CH:14][CH:13]=4)[C:5]4[N:6]([CH:8]=[CH:9][N:10]=4)[CH:7]=3)[CH:32]=2)=[O:49])=[CH:38][CH:37]=1)([CH3:19])([CH3:16])[CH3:14]. The catalyst class is: 57. (5) Reactant: [CH:1]([C:4]1[CH:5]=[CH:6][C:7]2[C:12]([NH:13][C:14]3[CH:15]=[C:16]([CH:21]=[CH:22][CH:23]=3)[C:17]([O:19]C)=[O:18])=[N:11][CH:10]=[N:9][C:8]=2[N:24]=1)([CH3:3])[CH3:2].O.[Li+].[OH-].Cl. Product: [CH:1]([C:4]1[CH:5]=[CH:6][C:7]2[C:12]([NH:13][C:14]3[CH:15]=[C:16]([CH:21]=[CH:22][CH:23]=3)[C:17]([OH:19])=[O:18])=[N:11][CH:10]=[N:9][C:8]=2[N:24]=1)([CH3:3])[CH3:2]. The catalyst class is: 1. (6) Product: [CH:1]1[C:6]2[CH2:7][CH2:8][CH2:9][CH2:10][CH:11]([CH2:12][CH:13]=[O:14])[C:5]=2[CH:4]=[CH:3][CH:2]=1. Reactant: [CH:1]1[C:6]2[CH2:7][CH2:8][CH2:9][CH2:10][CH:11]([CH2:12][C:13](OCC)=[O:14])[C:5]=2[CH:4]=[CH:3][CH:2]=1.[H-].C([Al+]CC(C)C)C(C)C.CO.Cl. The catalyst class is: 11.